The task is: Predict which catalyst facilitates the given reaction.. This data is from Catalyst prediction with 721,799 reactions and 888 catalyst types from USPTO. (1) Reactant: [CH3:1][O:2][C:3]1[CH:4]=[C:5]([NH:11][CH2:12][CH2:13][C:14]2[CH:19]=[CH:18][C:17]([C:20]([F:23])([F:22])[F:21])=[CH:16][CH:15]=2)[CH:6]=[CH:7][C:8]=1[O:9][CH3:10].[C:24]([O:28][C:29]([NH:31][CH:32]([C:36]1[CH:41]=[CH:40][CH:39]=[CH:38][C:37]=1OC)[C:33](O)=[O:34])=[O:30])([CH3:27])([CH3:26])[CH3:25].CN(C(ON1N=NC2C=CC=NC1=2)=[N+](C)C)C.F[P-](F)(F)(F)(F)F.CCN(CC)CC. The catalyst class is: 68. Product: [C:24]([O:28][C:29](=[O:30])[NH:31][CH:32]([C:33](=[O:34])[N:11]([C:5]1[CH:6]=[CH:7][C:8]([O:9][CH3:10])=[C:3]([O:2][CH3:1])[CH:4]=1)[CH2:12][CH2:13][C:14]1[CH:19]=[CH:18][C:17]([C:20]([F:22])([F:21])[F:23])=[CH:16][CH:15]=1)[C:36]1[CH:41]=[CH:40][CH:39]=[CH:38][CH:37]=1)([CH3:27])([CH3:25])[CH3:26]. (2) Reactant: [NH2:1][C:2]1[O:3][CH:4]=[CH:5][N:6]=1.[Li]CCCC.CS(O[CH2:17][C@@H:18]1[O:22][C:21](=[O:23])[N:20]([C:24]2[CH:29]=[CH:28][C:27]([C:30]3[CH2:31][CH2:32][O:33][CH2:34][CH:35]=3)=[C:26]([F:36])[CH:25]=2)[CH2:19]1)(=O)=O. Product: [O:3]1[CH:4]=[CH:5][N:6]=[C:2]1[NH:1][CH2:17][C@@H:18]1[O:22][C:21](=[O:23])[N:20]([C:24]2[CH:29]=[CH:28][C:27]([C:30]3[CH2:31][CH2:32][O:33][CH2:34][CH:35]=3)=[C:26]([F:36])[CH:25]=2)[CH2:19]1. The catalyst class is: 1. (3) The catalyst class is: 23. Reactant: [Cl:1][C:2]1[C:7]([C:8]2[CH:13]=[CH:12][CH:11]=[C:10]([CH2:14][CH3:15])[CH:9]=2)=[C:6]([C@@:16]([OH:39])([C@@H:25]2[CH2:30][CH2:29][CH2:28][N:27]([C:31]([N:33]3[CH2:38][CH2:37][NH:36][CH2:35][CH2:34]3)=[O:32])[CH2:26]2)[CH2:17][CH2:18][CH2:19][NH:20][C:21](=[O:24])[O:22][CH3:23])[CH:5]=[CH:4][CH:3]=1.ClC1C(C2C=CC=C(CC)C=2)=C(C(C2CCCN(C(N3C=C[N+](C)=C3)=O)C2)(O)CCCNC(OC)=O)C=CC=1.N1(C(OC(C)(C)C)=O)CCNCC1. Product: [Cl:1][C:2]1[C:7]([C:8]2[CH:13]=[CH:12][CH:11]=[C:10]([CH2:14][CH3:15])[CH:9]=2)=[C:6]([C:16]([OH:39])([C@@H:25]2[CH2:30][CH2:29][CH2:28][N:27]([C:31]([N:33]3[CH2:34][CH2:35][NH:36][CH2:37][CH2:38]3)=[O:32])[CH2:26]2)[CH2:17][CH2:18][CH2:19][NH:20][C:21](=[O:24])[O:22][CH3:23])[CH:5]=[CH:4][CH:3]=1. (4) Reactant: C[O:2][C:3]([C:5]1([C:8]2[CH:13]=[CH:12][C:11]([C:14]3[CH:19]=[CH:18][C:17]([N:20]4[C:24]([NH:25][C:26]([O:28][CH:29]([CH:31]5[CH2:33][CH2:32]5)[CH3:30])=[O:27])=[C:23]([CH3:34])[N:22]=[N:21]4)=[CH:16][CH:15]=3)=[CH:10][CH:9]=2)[CH2:7][CH2:6]1)=[O:4].C1COCC1.C(O)C.[OH-].[Na+]. Product: [CH:31]1([CH:29]([O:28][C:26]([NH:25][C:24]2[N:20]([C:17]3[CH:18]=[CH:19][C:14]([C:11]4[CH:10]=[CH:9][C:8]([C:5]5([C:3]([OH:4])=[O:2])[CH2:7][CH2:6]5)=[CH:13][CH:12]=4)=[CH:15][CH:16]=3)[N:21]=[N:22][C:23]=2[CH3:34])=[O:27])[CH3:30])[CH2:32][CH2:33]1. The catalyst class is: 6. (5) Reactant: [CH3:1][C@@H:2]1[CH2:7][CH:6]([C:8]([O:10][C:11]([CH3:14])([CH3:13])[CH3:12])=[O:9])[C:5](=[O:15])[CH2:4][N:3]1[C:16]([O:18][CH2:19][CH:20]=[CH2:21])=[O:17].C(O)(=O)C.C([BH3-])#N.[Na+]. Product: [OH:15][CH:5]1[CH2:4][N:3]([C:16]([O:18][CH2:19][CH:20]=[CH2:21])=[O:17])[C@H:2]([CH3:1])[CH2:7][CH:6]1[C:8]([O:10][C:11]([CH3:12])([CH3:14])[CH3:13])=[O:9]. The catalyst class is: 5.